From a dataset of NCI-60 drug combinations with 297,098 pairs across 59 cell lines. Regression. Given two drug SMILES strings and cell line genomic features, predict the synergy score measuring deviation from expected non-interaction effect. (1) Drug 1: C1=C(C(=O)NC(=O)N1)N(CCCl)CCCl. Drug 2: N.N.Cl[Pt+2]Cl. Cell line: HL-60(TB). Synergy scores: CSS=47.4, Synergy_ZIP=-5.33, Synergy_Bliss=-10.8, Synergy_Loewe=-19.8, Synergy_HSA=-12.2. (2) Drug 1: C1CN1P(=S)(N2CC2)N3CC3. Drug 2: CC1=C(C=C(C=C1)C(=O)NC2=CC(=CC(=C2)C(F)(F)F)N3C=C(N=C3)C)NC4=NC=CC(=N4)C5=CN=CC=C5. Cell line: OVCAR-4. Synergy scores: CSS=1.89, Synergy_ZIP=0.488, Synergy_Bliss=2.19, Synergy_Loewe=-2.35, Synergy_HSA=-2.25.